Dataset: Experimentally validated miRNA-target interactions with 360,000+ pairs, plus equal number of negative samples. Task: Binary Classification. Given a miRNA mature sequence and a target amino acid sequence, predict their likelihood of interaction. (1) The miRNA is hsa-miR-615-3p with sequence UCCGAGCCUGGGUCUCCCUCUU. The protein sequence of the target gene is MYAFYSLLIYIFYSLFRRDGGAAAAAEPGDPAQRARKPRGRRRPDLPAPELWTELTGLAASSEPEDGSEGAAEGRAAAVSLEEALLRLAEFLSVQLGAEESCGGPADLGQSGEVPSLLTVTSQLLALLAWLRSPRGRQALLQGTQPAPRVRPPSPDGSTSQEESPSHFTAVPGEPLGDETQGQQPLQLEEDQRAWQRLEQLILGQLEELKQQLEQQEEELGRLRLGVGATDSEKRVQHLTLENEALKQSLSLMRDLLLHWGPGPPIRAPQEEAEALLELQGRLQEAQDTTEALRAQLGVQ.... Result: 1 (interaction). (2) The miRNA is hsa-miR-4684-5p with sequence CUCUCUACUGACUUGCAACAUA. The protein sequence of the target gene is MMAVEQMPKKDWYSILGADPSANISDLKQKYQKLILMYHPDKQSTDVPAGTVEECVQKFIEIDQAWKILGNEETKREYDLQRCEDDLRNVGPVDAQVYLEEMSWNEGDHSFYLSCRCGGKYSVSKDEAEEVSLISCDTCSLIIELLHYN. Result: 1 (interaction). (3) The miRNA is hsa-miR-20b-5p with sequence CAAAGUGCUCAUAGUGCAGGUAG. The protein sequence of the target gene is MLLSQNAFIFRSLNLVLMVYISLVFGISYDSPDYTDESCTFKISLRNFRSILSWELKNHSIVPTHYTLLYTIMSKPEDLKVVKNCANTTRSFCDLTDEWRSTHEAYVTVLEGFSGNTTLFSCSHNFWLAIDMSFEPPEFEIVGFTNHINVMVKFPSIVEEELQFDLSLVIEEQSEGIVKKHKPEIKGNMSGNFTYIIDKLIPNTNYCVSVYLEHSDEQAVIKSPLKCTLLPPGQESESAESAKIGGIITVFLIALVLTSTIVTLKWIGYICLRNSLPKVLNFHNFLAWPFPNLPPLEAMD.... Result: 1 (interaction). (4) Result: 0 (no interaction). The miRNA is cel-miR-70-3p with sequence UAAUACGUCGUUGGUGUUUCCAU. The protein sequence of the target gene is MNLLDPFMKMTEEQDKCISDAPSPTMSDDSAGSPCPSGSGSDTENTRPQENTFPKGDPDLKKESDEDKFPVCIREAVSQVLKGYDWTLVPMPVRVNGSSKNKPHVKRPMNAFMVWAQAARRKLADQYPHLHNAELSKTLGKLWRLLNESEKRPFVEEAERLRVQHKKDHPDYKYQPRRRKSVKNGQSEQEEGSEQTHISPNAIFKALQADSPQSSSSISEVHSPGEHSGQSQGPPTPPTTPKTDAQQPGKQDLKREGRPLAEGGRQPPHIDFRDVDIGELSSDVISNIETFDVNEFDQYL.... (5) The miRNA is hsa-miR-99b-3p with sequence CAAGCUCGUGUCUGUGGGUCCG. The protein sequence of the target gene is MPMTLGYWDIRGLAHAIRLLLEYTDSSYVEKKYTLGDAPDYDRSQWLNEKFKLGLDFPNLPYLIDGAHKITQSNAILRYIARKHNLCGETEEEKIRVDILENQVMDNHMELVRLCYDPDFEKLKPKYLEELPEKLKLYSEFLGKRPWFAGDKITFVDFLAYDVLDMKRIFEPKCLDAFLNLKDFISRFEGLKKISAYMKSSQFLRGLLFGKSATWNSK. Result: 1 (interaction). (6) The miRNA is hsa-miR-4286 with sequence ACCCCACUCCUGGUACC. The protein sequence of the target gene is MDVRFYPPPAQPAAAPDAPCLGPSPCLDPYYCNKFDGENMYMSMTEPSQDYVPASQSYPGPSLESEDFNIPPITPPSLPDHSLVHLNEVESGYHSLCHPMNHNGLLPFHPQNMDLPEITVSNMLGQDGTLLSNSISVMPDIRNPEGTQYSSHPQMAAMRPRGQPADIRQQPGMMPHGQLTTINQSQLSAQLGLNMGGSNVPHNSPSPPGSKSATPSPSSSVHEDEGDDTSKINGGEKRPASDMGKKPKTPKKKKKKDPNEPQKPVSAYALFFRDTQAAIKGQNPNATFGEVSKIVASMWD.... Result: 0 (no interaction).